Dataset: Full USPTO retrosynthesis dataset with 1.9M reactions from patents (1976-2016). Task: Predict the reactants needed to synthesize the given product. (1) Given the product [C:1]([NH:5][C:6]([C:8]1[C:16]2[C:11](=[N:12][CH:13]=[C:14]([C:17]3[C:25]4[C:20](=[CH:21][CH:22]=[C:23]([O:26][CH:27]([F:28])[F:29])[CH:24]=4)[N:19]([CH2:30][C:31]([NH:33][CH3:34])=[O:32])[N:18]=3)[N:15]=2)[NH:10][CH:9]=1)=[O:7])([CH3:4])([CH3:3])[CH3:2], predict the reactants needed to synthesize it. The reactants are: [C:1]([NH:5][C:6]([C:8]1[C:16]2[C:11](=[N:12][CH:13]=[C:14]([C:17]3[C:25]4[C:20](=[CH:21][CH:22]=[C:23]([O:26][CH:27]([F:29])[F:28])[CH:24]=4)[N:19]([CH2:30][C:31]([NH:33][CH3:34])=[O:32])[N:18]=3)[N:15]=2)[N:10](COCC[Si](C)(C)C)[CH:9]=1)=[O:7])([CH3:4])([CH3:3])[CH3:2].FC(F)(F)C(O)=O. (2) Given the product [NH:14]1[CH2:13][CH2:12][O:11][C:10]2[N:15]=[CH:16][C:7]([C:23]3[CH:24]=[CH:25][C:20]([C:17](=[O:19])[CH3:18])=[CH:21][CH:22]=3)=[CH:8][C:9]1=2, predict the reactants needed to synthesize it. The reactants are: O1CCCC1.Br[C:7]1[CH:16]=[N:15][C:10]2[O:11][CH2:12][CH2:13][NH:14][C:9]=2[CH:8]=1.[C:17]([C:20]1[CH:25]=[CH:24][C:23](B(O)O)=[CH:22][CH:21]=1)(=[O:19])[CH3:18].C(=O)([O-])[O-].[K+].[K+]. (3) Given the product [CH:4]1([C:2](=[O:3])/[CH:1]=[C:12](\[OH:18])/[C:13]([O:15][CH2:16][CH3:17])=[O:14])[CH2:9][CH2:8][CH2:7][CH2:6][CH2:5]1, predict the reactants needed to synthesize it. The reactants are: [CH3:1][C:2]([CH:4]1[CH2:9][CH2:8][CH2:7][CH2:6][CH2:5]1)=[O:3].[H-].[Na+].[C:12](OCC)(=[O:18])[C:13]([O:15][CH2:16][CH3:17])=[O:14].CCOCC. (4) Given the product [C:34]1([S:40]([N:15]2[CH2:20][CH2:19][CH2:18][CH:17]([C:21]([N:23]3[CH2:27][CH2:26][CH:25]([C:28]4[CH:29]=[N:30][CH:31]=[CH:32][CH:33]=4)[CH2:24]3)=[O:22])[CH2:16]2)(=[O:42])=[O:41])[CH:39]=[CH:38][CH:37]=[CH:36][CH:35]=1, predict the reactants needed to synthesize it. The reactants are: FC(F)(F)C(O)=O.FC(F)(F)C(O)=O.[NH:15]1[CH2:20][CH2:19][CH2:18][CH:17]([C:21]([N:23]2[CH2:27][CH2:26][CH:25]([C:28]3[CH:29]=[N:30][CH:31]=[CH:32][CH:33]=3)[CH2:24]2)=[O:22])[CH2:16]1.[C:34]1([S:40](Cl)(=[O:42])=[O:41])[CH:39]=[CH:38][CH:37]=[CH:36][CH:35]=1.C(N(CC)CC)C. (5) The reactants are: [CH3:1][O:2][CH2:3][C:4]1([C:13]2[CH:18]=[CH:17][CH:16]=[C:15]([O:19]C)[CH:14]=2)[CH2:10][CH2:9][CH2:8][CH2:7][N:6]([CH3:11])[C:5]1=[O:12].[Li+].[I-]. Given the product [CH3:1][O:2][CH2:3][C:4]1([C:13]2[CH:18]=[CH:17][CH:16]=[C:15]([OH:19])[CH:14]=2)[CH2:10][CH2:9][CH2:8][CH2:7][N:6]([CH3:11])[C:5]1=[O:12], predict the reactants needed to synthesize it. (6) Given the product [CH:22]([C@@H:35]1[N:40]2[CH2:41][CH2:42][N:43]([C:45]([O:47][CH2:48][C:49]3[CH:54]=[CH:53][CH:52]=[CH:51][CH:50]=3)=[O:46])[CH2:44][C@@H:39]2[CH2:38][N:37]([CH2:5][C:4]2[CH:7]=[C:8]([N:11]3[C:15]([C:16]([F:19])([F:18])[F:17])=[N:14][N:13]=[N:12]3)[CH:9]=[CH:10][C:3]=2[O:2][CH3:1])[CH2:36]1)([C:29]1[CH:30]=[CH:31][CH:32]=[CH:33][CH:34]=1)[C:23]1[CH:28]=[CH:27][CH:26]=[CH:25][CH:24]=1, predict the reactants needed to synthesize it. The reactants are: [CH3:1][O:2][C:3]1[CH:10]=[CH:9][C:8]([N:11]2[C:15]([C:16]([F:19])([F:18])[F:17])=[N:14][N:13]=[N:12]2)=[CH:7][C:4]=1[CH:5]=O.Cl.Cl.[CH:22]([C@@H:35]1[N:40]2[CH2:41][CH2:42][N:43]([C:45]([O:47][CH2:48][C:49]3[CH:54]=[CH:53][CH:52]=[CH:51][CH:50]=3)=[O:46])[CH2:44][C@@H:39]2[CH2:38][NH:37][CH2:36]1)([C:29]1[CH:34]=[CH:33][CH:32]=[CH:31][CH:30]=1)[C:23]1[CH:28]=[CH:27][CH:26]=[CH:25][CH:24]=1.[Na].C(=O)([O-])O.[Na+].